Dataset: Full USPTO retrosynthesis dataset with 1.9M reactions from patents (1976-2016). Task: Predict the reactants needed to synthesize the given product. (1) Given the product [CH2:1]([O:8][C:9]1[CH:14]=[CH:13][C:12]([C:15]2[N:19]([CH:20]3[CH2:25][CH2:24][CH2:23][CH2:22][CH2:21]3)[N:18]=[C:17](/[CH:26]=[CH:27]/[C:28]([O:30][CH3:31])=[O:29])[C:16]=2[C:33]2[CH:38]=[CH:37][CH:36]=[CH:35][CH:34]=2)=[CH:11][CH:10]=1)[C:2]1[CH:7]=[CH:6][CH:5]=[CH:4][CH:3]=1, predict the reactants needed to synthesize it. The reactants are: [CH2:1]([O:8][C:9]1[CH:14]=[CH:13][C:12]([C:15]2[N:19]([CH:20]3[CH2:25][CH2:24][CH2:23][CH2:22][CH2:21]3)[N:18]=[C:17](/[CH:26]=[CH:27]/[C:28]([O:30][CH3:31])=[O:29])[C:16]=2Br)=[CH:11][CH:10]=1)[C:2]1[CH:7]=[CH:6][CH:5]=[CH:4][CH:3]=1.[C:33]1(C)[CH:38]=[CH:37][CH:36]=[CH:35][C:34]=1P([C:33]1[CH:38]=[CH:37][CH:36]=[CH:35][C:34]=1C)[C:33]1[CH:38]=[CH:37][CH:36]=[CH:35][C:34]=1C.C([O-])(O)=O.[Na+]. (2) Given the product [CH3:14][O:13][CH:12]([O:15][CH3:16])[CH2:11][N:8]1[C:6]2[N:7]=[C:2]([C:27]3[CH:28]=[CH:29][C:24]([NH2:23])=[CH:25][CH:26]=3)[N:3]=[C:4]([N:17]3[CH2:22][CH2:21][O:20][CH2:19][CH2:18]3)[C:5]=2[CH:10]=[CH:9]1, predict the reactants needed to synthesize it. The reactants are: Cl[C:2]1[N:3]=[C:4]([N:17]2[CH2:22][CH2:21][O:20][CH2:19][CH2:18]2)[C:5]2[CH:10]=[CH:9][N:8]([CH2:11][CH:12]([O:15][CH3:16])[O:13][CH3:14])[C:6]=2[N:7]=1.[NH2:23][C:24]1[CH:29]=[CH:28][C:27](B2OC(C)(C)C(C)(C)O2)=[CH:26][CH:25]=1.C(=O)([O-])[O-].[Na+].[Na+].